Dataset: Full USPTO retrosynthesis dataset with 1.9M reactions from patents (1976-2016). Task: Predict the reactants needed to synthesize the given product. (1) Given the product [CH3:2][O:3][C:4]1[CH:5]=[C:6]([C:12]2[C:13]([CH3:25])([CH3:24])[C:14](=[O:23])[N:15]([CH:17]3[CH2:22][CH2:21][N:20]([C:36]([C:27]4[CH:28]=[CH:29][C:30]5[C:35](=[N:34][CH:33]=[CH:32][CH:31]=5)[N:26]=4)=[O:37])[CH2:19][CH2:18]3)[N:16]=2)[CH:7]=[CH:8][C:9]=1[O:10][CH3:11], predict the reactants needed to synthesize it. The reactants are: Cl.[CH3:2][O:3][C:4]1[CH:5]=[C:6]([C:12]2[C:13]([CH3:25])([CH3:24])[C:14](=[O:23])[N:15]([CH:17]3[CH2:22][CH2:21][NH:20][CH2:19][CH2:18]3)[N:16]=2)[CH:7]=[CH:8][C:9]=1[O:10][CH3:11].[N:26]1[C:35]2[C:30](=[CH:31][CH:32]=[CH:33][N:34]=2)[CH:29]=[CH:28][C:27]=1[C:36](O)=[O:37]. (2) The reactants are: [C:1]([O:5][C:6]([NH:8][CH2:9][CH2:10][CH2:11][O:12][CH2:13][CH2:14][CH2:15][CH2:16][CH2:17][O:18][C:19]1[CH:27]=[CH:26][C:22]([C:23]([O-:25])=[O:24])=[CH:21][CH:20]=1)=[O:7])([CH3:4])([CH3:3])[CH3:2].[OH-].[Li+].Cl. Given the product [C:1]([O:5][C:6]([NH:8][CH2:9][CH2:10][CH2:11][O:12][CH2:13][CH2:14][CH2:15][CH2:16][CH2:17][O:18][C:19]1[CH:20]=[CH:21][C:22]([C:23]([OH:25])=[O:24])=[CH:26][CH:27]=1)=[O:7])([CH3:4])([CH3:2])[CH3:3], predict the reactants needed to synthesize it. (3) The reactants are: C(Cl)CCl.Cl.[NH2:6][C:7]1[N:12]=[CH:11][C:10](/[CH:13]=[CH:14]/[C:15]([OH:17])=O)=[CH:9][C:8]=1[C:18]([OH:21])([CH3:20])[CH3:19].C1C=CC2N(O)N=NC=2C=1.[CH3:32][NH:33][CH2:34][C:35]1[C:39]2[CH:40]=[CH:41][CH:42]=[CH:43][C:38]=2[O:37][C:36]=1[CH3:44].C(N(C(C)C)C(C)C)C. Given the product [NH2:6][C:7]1[N:12]=[CH:11][C:10](/[CH:13]=[CH:14]/[C:15]([N:33]([CH3:32])[CH2:34][C:35]2[C:39]3[CH:40]=[CH:41][CH:42]=[CH:43][C:38]=3[O:37][C:36]=2[CH3:44])=[O:17])=[CH:9][C:8]=1[C:18]([OH:21])([CH3:20])[CH3:19], predict the reactants needed to synthesize it. (4) The reactants are: [F:1][C:2]([F:39])([F:38])[C:3]([C:5]1[C:13]2[C:8](=[CH:9][C:10]([F:14])=[CH:11][CH:12]=2)[N:7]([S:15]([C:18]2[CH:23]=[CH:22][C:21]([O:24][CH3:25])=[C:20]([N:26]3[CH2:31][CH2:30][N:29](C(=O)C(F)(F)F)[CH2:28][CH2:27]3)[CH:19]=2)(=[O:17])=[O:16])[CH:6]=1)=[O:4].[BH4-].[Na+].O. Given the product [F:39][C:2]([F:1])([F:38])[CH:3]([C:5]1[C:13]2[C:8](=[CH:9][C:10]([F:14])=[CH:11][CH:12]=2)[N:7]([S:15]([C:18]2[CH:23]=[CH:22][C:21]([O:24][CH3:25])=[C:20]([N:26]3[CH2:31][CH2:30][NH:29][CH2:28][CH2:27]3)[CH:19]=2)(=[O:16])=[O:17])[CH:6]=1)[OH:4], predict the reactants needed to synthesize it.